Dataset: Forward reaction prediction with 1.9M reactions from USPTO patents (1976-2016). Task: Predict the product of the given reaction. Given the reactants [F:1][C:2]1[C:7]([CH2:8][CH:9](O)[CH3:10])=[CH:6][CH:5]=[C:4]([F:12])[N:3]=1.[Cr](Cl)([O-])(=O)=[O:14].[NH+]1C=CC=CC=1, predict the reaction product. The product is: [F:1][C:2]1[C:7]([C:8](=[O:14])[CH2:9][CH3:10])=[CH:6][CH:5]=[C:4]([F:12])[N:3]=1.